Task: Predict the product of the given reaction.. Dataset: Forward reaction prediction with 1.9M reactions from USPTO patents (1976-2016) (1) Given the reactants [Si:1]([O:8][CH2:9][CH:10]([OH:33])[CH2:11][N:12]1[C:20]([C:21]2[CH:22]=[C:23]([CH:26]=[CH:27][CH:28]=2)[C:24]#[N:25])=[C:19]2[C:14]([N:15]([CH3:32])[C:16](=[O:31])[N:17]([CH3:30])[C:18]2=[O:29])=[CH:13]1)([C:4]([CH3:7])([CH3:6])[CH3:5])([CH3:3])[CH3:2].[H-].[Na+].Br[CH2:37][C:38]([N:40]([O:42][CH3:43])[CH3:41])=[O:39], predict the reaction product. The product is: [Si:1]([O:8][CH2:9][CH:10]([O:33][CH2:37][C:38]([N:40]([O:42][CH3:43])[CH3:41])=[O:39])[CH2:11][N:12]1[C:20]([C:21]2[CH:28]=[CH:27][CH:26]=[C:23]([C:24]#[N:25])[CH:22]=2)=[C:19]2[C:14]([N:15]([CH3:32])[C:16](=[O:31])[N:17]([CH3:30])[C:18]2=[O:29])=[CH:13]1)([C:4]([CH3:7])([CH3:6])[CH3:5])([CH3:2])[CH3:3]. (2) Given the reactants [CH3:1][N:2]([CH3:34])[C@@H:3]1[CH2:7][CH2:6][N:5]([C:8]2[N:13]3[C:14]([C:32]#[N:33])=[C:15]([CH2:17][N:18]([CH:29]([CH3:31])[CH3:30])[C@@H:19]4[C:28]5[N:27]=[CH:26][CH:25]=[CH:24][C:23]=5[CH2:22][CH2:21][CH2:20]4)[N:16]=[C:12]3[CH:11]=[CH:10][CH:9]=2)[CH2:4]1.S(=O)(=O)(O)[OH:36], predict the reaction product. The product is: [CH3:34][N:2]([CH3:1])[C@@H:3]1[CH2:7][CH2:6][N:5]([C:8]2[N:13]3[C:14]([C:32]([NH2:33])=[O:36])=[C:15]([CH2:17][N:18]([CH:29]([CH3:31])[CH3:30])[C@@H:19]4[C:28]5[N:27]=[CH:26][CH:25]=[CH:24][C:23]=5[CH2:22][CH2:21][CH2:20]4)[N:16]=[C:12]3[CH:11]=[CH:10][CH:9]=2)[CH2:4]1. (3) Given the reactants [NH2:1][C:2]1[CH:3]=[C:4]([NH:9][C:10](=[O:22])[C:11]2[CH:16]=[CH:15][C:14]([C:17]([F:20])([F:19])[F:18])=[N:13][C:12]=2[CH3:21])[CH:5]=[CH:6][C:7]=1[Cl:8].[F:23][C:24]1[CH:32]=[CH:31][CH:30]=[CH:29][C:25]=1[C:26](O)=[O:27], predict the reaction product. The product is: [Cl:8][C:7]1[CH:6]=[CH:5][C:4]([NH:9][C:10](=[O:22])[C:11]2[CH:16]=[CH:15][C:14]([C:17]([F:20])([F:19])[F:18])=[N:13][C:12]=2[CH3:21])=[CH:3][C:2]=1[NH:1][C:26](=[O:27])[C:25]1[CH:29]=[CH:30][CH:31]=[CH:32][C:24]=1[F:23]. (4) Given the reactants N#N.[Br:3][C:4]1[CH:9]=[CH:8][C:7]([CH2:10][CH:11]=[O:12])=[CH:6][CH:5]=1.[CH2:13]=[O:14].C1[CH2:19][O:18]CC1, predict the reaction product. The product is: [Br:3][C:4]1[CH:9]=[CH:8][C:7]([C:10]([CH2:19][OH:18])([CH2:13][OH:14])[CH2:11][OH:12])=[CH:6][CH:5]=1. (5) Given the reactants [C:1]([NH:4][C:5]1[O:6][CH:7]=[C:8]([C:10]([OH:12])=O)[N:9]=1)(=[O:3])[CH3:2].Cl.[CH2:14]([O:16][C:17]1[CH:22]=[CH:21][C:20]([CH:23]2[CH2:28][CH2:27][N:26]([C:29]3[CH:34]=[CH:33][C:32]([C@@H:35]([NH2:37])[CH3:36])=[CH:31][CH:30]=3)[CH2:25][CH2:24]2)=[CH:19][CH:18]=1)[CH3:15].CCN(C(C)C)C(C)C.CN(C(ON1N=NC2C=CC=CC1=2)=[N+](C)C)C.[B-](F)(F)(F)F.C([O-])([O-])=O.[K+].[K+], predict the reaction product. The product is: [CH2:14]([O:16][C:17]1[CH:18]=[CH:19][C:20]([CH:23]2[CH2:24][CH2:25][N:26]([C:29]3[CH:30]=[CH:31][C:32]([C@@H:35]([NH:37][C:10]([C:8]4[N:9]=[C:5]([NH:4][C:1](=[O:3])[CH3:2])[O:6][CH:7]=4)=[O:12])[CH3:36])=[CH:33][CH:34]=3)[CH2:27][CH2:28]2)=[CH:21][CH:22]=1)[CH3:15].